From a dataset of Full USPTO retrosynthesis dataset with 1.9M reactions from patents (1976-2016). Predict the reactants needed to synthesize the given product. (1) Given the product [Cl:29][CH2:28][CH2:27][O:13][C:12]1[CH:11]=[C:10]2[C:5]([C:6]([O:14][C:15]3[C:16]([CH3:25])=[N:17][C:18]4[C:23]([CH:24]=3)=[CH:22][CH:21]=[CH:20][CH:19]=4)=[CH:7][CH:8]=[N:9]2)=[CH:4][C:3]=1[O:2][CH3:1], predict the reactants needed to synthesize it. The reactants are: [CH3:1][O:2][C:3]1[CH:4]=[C:5]2[C:10](=[CH:11][C:12]=1[OH:13])[N:9]=[CH:8][CH:7]=[C:6]2[O:14][C:15]1[C:16]([CH3:25])=[N:17][C:18]2[C:23]([CH:24]=1)=[CH:22][CH:21]=[CH:20][CH:19]=2.Br[CH2:27][CH2:28][Cl:29].C(=O)([O-])[O-].[K+].[K+].O. (2) Given the product [NH2:15][CH2:19][C@@H:20]([NH:27][C:8]([C:4]1[S:5][CH:6]=[C:2]([C:31]2[N:32]([CH3:33])[N:28]=[CH:29][CH:30]=2)[CH:3]=1)=[O:10])[C:21]1[CH:22]=[CH:23][CH:24]=[CH:25][CH:26]=1, predict the reactants needed to synthesize it. The reactants are: Br[C:2]1[CH:3]=[C:4]([C:8]([OH:10])=O)[S:5][C:6]=1Br.CC([N:15]([CH2:19][C@@H:20]([NH2:27])[C:21]1[CH:26]=[CH:25][CH:24]=[CH:23][CH:22]=1)C(=O)[O-])(C)C.[NH2:28][CH:29](CC1C=CC=CC=1)[CH2:30][CH2:31][NH:32][C:33](=O)OC(C)(C)C. (3) Given the product [Br:1][C:2]1[C:3]([F:11])=[C:4]([CH:8]=[CH:9][CH:10]=1)[C:5]([O:7][CH3:12])=[O:6], predict the reactants needed to synthesize it. The reactants are: [Br:1][C:2]1[C:3]([F:11])=[C:4]([CH:8]=[CH:9][CH:10]=1)[C:5]([OH:7])=[O:6].[CH2:12](OC(OCC)OCC)C.C1(C)C=CC(S(O)(=O)=O)=CC=1. (4) The reactants are: Cl.CN(C)[CH2:4][CH2:5][CH2:6][C:7]([OH:9])=[O:8].[CH:11]([N:14](CC)[CH:15](C)C)(C)C.[CH3:20]/[C:21](/[CH:45]=[CH:46]/[CH:47]=[C:48](/[CH:50]=[C:51]=[C:52]1[C:57]([CH3:59])([CH3:58])[CH2:56][C@H:55]([O:60][C:61]([CH3:63])=[O:62])[CH2:54][C@:53]1([OH:65])[CH3:64])\[CH3:49])=[CH:22]\[CH:23]=[C:24](\[CH:26]=[CH:27]\[CH:28]=[C:29](\[C:31]([CH2:33][C@:34]12[C:40]([CH3:42])([CH3:41])[CH2:39][C@H:38]([OH:43])[CH2:37][C@@:35]1([CH3:44])[O:36]2)=[O:32])/[CH3:30])/[CH3:25].N1C=CC=CC=1. Given the product [CH3:20]/[C:21](/[CH:45]=[CH:46]/[CH:47]=[C:48](/[CH:50]=[C:51]=[C:52]1[C:57]([CH3:59])([CH3:58])[CH2:56][C@H:55]([O:60][C:61]([CH3:63])=[O:62])[CH2:54][C@:53]1([OH:65])[CH3:64])\[CH3:49])=[CH:22]\[CH:23]=[C:24](\[CH:26]=[CH:27]\[CH:28]=[C:29](\[C:31]([CH2:33][C@:34]12[C:40]([CH3:41])([CH3:42])[CH2:39][C@H:38]([OH:43])[CH2:37][C@@:35]1([CH3:44])[O:36]2)=[O:32])/[CH3:30])/[CH3:25].[CH3:11][N:14]([CH:6]([CH2:5][CH3:4])[C:7]([O-:9])=[O:8])[CH3:15], predict the reactants needed to synthesize it.